This data is from Catalyst prediction with 721,799 reactions and 888 catalyst types from USPTO. The task is: Predict which catalyst facilitates the given reaction. (1) Reactant: [C:1]12([NH:11][C:12]3[S:13][CH:14]([CH2:18][CH2:19][OH:20])[C:15](=[O:17])[N:16]=3)[CH2:10][CH:5]3[CH2:6][CH:7]([CH2:9][CH:3]([CH2:4]3)[CH2:2]1)[CH2:8]2.CC(OI1(OC(C)=O)(OC(C)=O)OC(=O)C2C=CC=CC1=2)=O. Product: [C:1]12([NH:11][C:12]3[S:13][CH:14]([CH2:18][CH:19]=[O:20])[C:15](=[O:17])[N:16]=3)[CH2:2][CH:3]3[CH2:4][CH:5]([CH2:6][CH:7]([CH2:9]3)[CH2:8]1)[CH2:10]2. The catalyst class is: 2. (2) Reactant: [F:1][C:2]1[CH:3]=[CH:4][C:5]([O:28][C:29]2[CH:34]=[CH:33][CH:32]=[CH:31][CH:30]=2)=[C:6]([NH:8][CH2:9][C:10]2[CH:15]=[C:14]([O:16][CH3:17])[CH:13]=[CH:12][C:11]=2[O:18][CH2:19][CH2:20][O:21][CH:22]2[CH2:27][CH2:26][CH2:25][CH2:24][O:23]2)[CH:7]=1.[C:35](OC(=O)C)(=[O:37])[CH3:36]. Product: [F:1][C:2]1[CH:3]=[CH:4][C:5]([O:28][C:29]2[CH:30]=[CH:31][CH:32]=[CH:33][CH:34]=2)=[C:6]([N:8]([CH2:9][C:10]2[CH:15]=[C:14]([O:16][CH3:17])[CH:13]=[CH:12][C:11]=2[O:18][CH2:19][CH2:20][O:21][CH:22]2[CH2:27][CH2:26][CH2:25][CH2:24][O:23]2)[C:35](=[O:37])[CH3:36])[CH:7]=1. The catalyst class is: 17. (3) Reactant: [Br:1][C:2]1[CH:3]=[C:4]([NH2:10])[C:5]([O:8][CH3:9])=[N:6][CH:7]=1.C[Si]([N-][Si](C)(C)C)(C)C.[Na+].[OH:21][C:22]1[CH:27]=[CH:26][C:25]([S:28](Cl)(=[O:30])=[O:29])=[CH:24][C:23]=1[CH3:32].C(=O)(O)[O-].[Na+]. Product: [Br:1][C:2]1[CH:3]=[C:4]([NH:10][S:28]([C:25]2[CH:26]=[CH:27][C:22]([OH:21])=[C:23]([CH3:32])[CH:24]=2)(=[O:30])=[O:29])[C:5]([O:8][CH3:9])=[N:6][CH:7]=1. The catalyst class is: 1. (4) Reactant: [Br:1][C:2]1[CH:3]=[CH:4][C:5]([N:10]2[CH2:15][C@H:14]([CH3:16])[O:13][C@H:12]([CH3:17])[CH2:11]2)=[C:6]([CH:9]=1)[CH:7]=O.[NH:18]1[C:25](=[O:26])[CH2:24][C:22](=[O:23])[NH:21][C:19]1=[O:20]. Product: [Br:1][C:2]1[CH:9]=[C:6]2[C:5](=[CH:4][CH:3]=1)[N:10]1[CH2:15][C@@H:14]([CH3:16])[O:13][C@@H:12]([CH3:17])[C@@H:11]1[C:24]1([C:22](=[O:23])[NH:21][C:19](=[O:20])[NH:18][C:25]1=[O:26])[CH2:7]2. The catalyst class is: 11.